This data is from Reaction yield outcomes from USPTO patents with 853,638 reactions. The task is: Predict the reaction yield, written as a fraction of the theoretical maximum amount of product (1.0 means a 100% yield; for example, 0.34 means a 34% yield). (1) The yield is 1.00. The reactants are [CH3:1][C:2]1[C:3]([C:16]([O:18]C)=[O:17])=[N:4][CH:5]=[C:6]([O:8][C@H:9]([C:11]2[O:12][CH:13]=[CH:14][N:15]=2)[CH3:10])[N:7]=1.O.[OH-].[Li+].Cl. The product is [CH3:1][C:2]1[C:3]([C:16]([OH:18])=[O:17])=[N:4][CH:5]=[C:6]([O:8][C@H:9]([C:11]2[O:12][CH:13]=[CH:14][N:15]=2)[CH3:10])[N:7]=1. The catalyst is C1COCC1.O. (2) The catalyst is ClC(Cl)C. The product is [F:10][C:11]([F:24])([O:15][C:16]1[CH:17]=[C:18]([CH2:19][NH:1][CH2:2][CH2:3][CH:4]([OH:9])[C:5]([F:8])([F:7])[F:6])[CH:21]=[CH:22][CH:23]=1)[CH:12]([F:13])[F:14]. The yield is 0.370. The reactants are [NH2:1][CH2:2][CH2:3][CH:4]([OH:9])[C:5]([F:8])([F:7])[F:6].[F:10][C:11]([F:24])([O:15][C:16]1[CH:17]=[C:18]([CH:21]=[CH:22][CH:23]=1)[CH:19]=O)[CH:12]([F:14])[F:13].C(O)(=O)C.[BH-](OC(C)=O)(OC(C)=O)OC(C)=O.[Na+]. (3) The reactants are C(OC(=O)[C:5]1[CH:10]=[CH:9]C=[CH:7][C:6]=1[N:11]1[C:15]([CH3:16])=[CH:14][CH:13]=[C:12]1[C:17]1[CH:22]=[C:21]([S:23]([CH3:26])(=[O:25])=[O:24])[CH:20]=[CH:19][C:18]=1[O:27][CH2:28][C:29]1[CH:34]=[CH:33][CH:32]=[CH:31][CH:30]=1)C.[CH2:36]([OH:38])[CH3:37].C(OCC)(=[O:41])C. No catalyst specified. The product is [CH3:26][S:23]([C:21]1[CH:20]=[CH:19][C:18]([O:27][CH2:28][C:29]2[CH:30]=[CH:31][CH:32]=[CH:33][CH:34]=2)=[C:17]([C:12]2[N:11]([C:6]3[CH:7]=[C:37]([CH:9]=[CH:10][CH:5]=3)[C:36]([OH:41])=[O:38])[C:15]([CH3:16])=[CH:14][CH:13]=2)[CH:22]=1)(=[O:25])=[O:24]. The yield is 0.950. (4) The reactants are [CH2:1]([NH:3][C:4]1[O:5][CH2:6][C:7](=[O:14])[C:8]=1[C:9]([O:11][CH2:12][CH3:13])=[O:10])[CH3:2].[NH:15]1[C:23]2[C:18](=[CH:19][CH:20]=[CH:21][N:22]=2)[C:17]([CH:24]=O)=[CH:16]1.[ClH:26]. The catalyst is C(O)C. The product is [ClH:26].[NH:15]1[C:23]2=[N:22][CH:21]=[CH:20][CH:19]=[C:18]2[C:17]([CH:24]=[C:6]2[O:5][C:4]([NH:3][CH2:1][CH3:2])=[C:8]([C:9]([O:11][CH2:12][CH3:13])=[O:10])[C:7]2=[O:14])=[CH:16]1. The yield is 0.420. (5) The reactants are [NH2:1][C@@H:2]([CH2:33][C:34]1[CH:39]=[CH:38][CH:37]=[CH:36][CH:35]=1)[C@@H:3]([OH:32])[CH2:4][C@H:5]([NH:19][C:20]([C@@H:22]([NH:27][C:28](=[O:31])[O:29][CH3:30])[C:23]([CH3:26])([CH3:25])[CH3:24])=[O:21])[CH2:6][C:7]1[CH:12]=[CH:11][C:10]([C:13]2[CH:18]=[CH:17][CH:16]=[CH:15][N:14]=2)=[CH:9][CH:8]=1.[CH3:40][O:41][C:42]1[CH:43]=[C:44]([CH:60]=[CH:61][CH:62]=1)[CH2:45][N:46]1[CH2:50][CH2:49][N:48]([C@@H:51]([C:55]([CH3:58])([CH3:57])[CH3:56])[C:52](O)=[O:53])[C:47]1=[O:59].CCOP(ON1N=NC2C=CC=CC=2C1=O)(OCC)=O.C(N(CC)C(C)C)(C)C. The catalyst is C1COCC1. The product is [OH:32][C@H:3]([C@@H:2]([NH:1][C:52](=[O:53])[C@@H:51]([N:48]1[CH2:49][CH2:50][N:46]([CH2:45][C:44]2[CH:60]=[CH:61][CH:62]=[C:42]([O:41][CH3:40])[CH:43]=2)[C:47]1=[O:59])[C:55]([CH3:58])([CH3:57])[CH3:56])[CH2:33][C:34]1[CH:35]=[CH:36][CH:37]=[CH:38][CH:39]=1)[CH2:4][C@H:5]([NH:19][C:20]([C@@H:22]([NH:27][C:28](=[O:31])[O:29][CH3:30])[C:23]([CH3:26])([CH3:25])[CH3:24])=[O:21])[CH2:6][C:7]1[CH:12]=[CH:11][C:10]([C:13]2[CH:18]=[CH:17][CH:16]=[CH:15][N:14]=2)=[CH:9][CH:8]=1. The yield is 0.540. (6) The reactants are [NH:1]1[C:5](=[O:6])[CH2:4][CH2:3][C@@H:2]1[C:7]([O:9][CH2:10][CH3:11])=[O:8].C(N(CC)CC)C.[C:19]([O:23][C:24](O[C:24]([O:23][C:19]([CH3:22])([CH3:21])[CH3:20])=[O:25])=[O:25])([CH3:22])([CH3:21])[CH3:20]. The catalyst is ClCCl.CN(C)C1C=CN=CC=1. The product is [N:1]1([C:24]([O:23][C:19]([CH3:22])([CH3:21])[CH3:20])=[O:25])[C:5](=[O:6])[CH2:4][CH2:3][C@@H:2]1[C:7]([O:9][CH2:10][CH3:11])=[O:8]. The yield is 0.950. (7) The reactants are CO.[CH2:3]([NH:7][C:8]([C@@H:10]1[C@@H:12]([CH2:13][CH2:14][CH2:15][CH3:16])[O:11]1)=[O:9])[CH2:4][CH2:5][CH3:6].[N-:17]=[N+:18]=[N-:19].[Na+].S([O-])([O-])(=O)=O.[Mg+2]. No catalyst specified. The product is [CH2:3]([NH:7][C:8](=[O:9])[C@@H:10]([OH:11])[C@@H:12]([N:17]=[N+:18]=[N-:19])[CH2:13][CH2:14][CH2:15][CH3:16])[CH2:4][CH2:5][CH3:6]. The yield is 0.680.